Dataset: Catalyst prediction with 721,799 reactions and 888 catalyst types from USPTO. Task: Predict which catalyst facilitates the given reaction. (1) Reactant: O.[NH2:2][NH2:3].C[O:5][C:6](=O)[C:7]([NH:9][C:10]1[CH:27]=[CH:26][C:13]([O:14][C@H:15]2[CH2:20][CH2:19][C@H:18]([C:21]([O:23][CH2:24][CH3:25])=[O:22])[CH2:17][CH2:16]2)=[CH:12][CH:11]=1)=[O:8].CCOCC. Product: [NH:2]([C:6](=[O:5])[C:7]([NH:9][C:10]1[CH:27]=[CH:26][C:13]([O:14][C@H:15]2[CH2:20][CH2:19][C@H:18]([C:21]([O:23][CH2:24][CH3:25])=[O:22])[CH2:17][CH2:16]2)=[CH:12][CH:11]=1)=[O:8])[NH2:3]. The catalyst class is: 14. (2) Reactant: [CH3:1][O:2][CH2:3][C@H:4]([C:25](O)=[O:26])[NH:5][C:6]([C:19]1[CH:24]=[CH:23][CH:22]=[CH:21][CH:20]=1)([C:13]1[CH:18]=[CH:17][CH:16]=[CH:15][CH:14]=1)[C:7]1[CH:12]=[CH:11][CH:10]=[CH:9][CH:8]=1.CN1CCOCC1.C(OC(Cl)=O)C(C)C.[CH2:43]([NH2:50])[C:44]1[CH:49]=[CH:48][CH:47]=[CH:46][CH:45]=1. Product: [CH2:43]([NH:50][C:25](=[O:26])[C@@H:4]([CH2:3][O:2][CH3:1])[NH:5][C:6]([C:7]1[CH:12]=[CH:11][CH:10]=[CH:9][CH:8]=1)([C:19]1[CH:20]=[CH:21][CH:22]=[CH:23][CH:24]=1)[C:13]1[CH:14]=[CH:15][CH:16]=[CH:17][CH:18]=1)[C:44]1[CH:49]=[CH:48][CH:47]=[CH:46][CH:45]=1. The catalyst class is: 54. (3) Reactant: C[O:2][C:3](=[O:24])[C:4]1[CH:9]=[CH:8][CH:7]=[C:6]([NH:10][C:11]([NH:13][C:14]2[CH:19]=[CH:18][C:17]([C:20]([CH3:23])([CH3:22])[CH3:21])=[CH:16][CH:15]=2)=[O:12])[CH:5]=1.[I-].[Li+]. Product: [C:20]([C:17]1[CH:16]=[CH:15][C:14]([NH:13][C:11](=[O:12])[NH:10][C:6]2[CH:5]=[C:4]([CH:9]=[CH:8][CH:7]=2)[C:3]([OH:24])=[O:2])=[CH:19][CH:18]=1)([CH3:23])([CH3:21])[CH3:22]. The catalyst class is: 17. (4) Reactant: [ClH:1].[CH3:2][C:3]1[N:4]=[C:5]([C@H:9]([NH2:20])[CH2:10][C:11]2[C:19]3[C:14](=[CH:15][CH:16]=[CH:17][CH:18]=3)[NH:13][CH:12]=2)[O:6][C:7]=1[CH3:8].[CH3:21][CH2:22][CH2:23][CH2:24][C:25](=O)[CH2:26][CH2:27][CH2:28][CH3:29]. Product: [ClH:1].[CH2:24]([C:25]1([CH2:26][CH2:27][CH2:28][CH3:29])[C:12]2[NH:13][C:14]3[C:19](=[CH:18][CH:17]=[CH:16][CH:15]=3)[C:11]=2[CH2:10][C@H:9]([C:5]2[O:6][C:7]([CH3:8])=[C:3]([CH3:2])[N:4]=2)[NH:20]1)[CH2:23][CH2:22][CH3:21]. The catalyst class is: 32. (5) Reactant: [Cl:1][C:2]1[C:7]([Cl:8])=[CH:6][N:5]=[C:4]([NH:9]C(=O)C(C)(C)C)[CH:3]=1.[N+:16]([O-])([OH:18])=[O:17].[Cl-].[Na+]. Product: [NH2:9][C:4]1[C:3]([N+:16]([O-:18])=[O:17])=[C:2]([Cl:1])[C:7]([Cl:8])=[CH:6][N:5]=1. The catalyst class is: 65. (6) Reactant: Br[C:2]1[CH:30]=[CH:29][C:5]([O:6][C:7]2[C:16]3[C:11](=[CH:12][C:13]([O:19][CH2:20][CH2:21][CH2:22][N:23]4[CH2:28][CH2:27][O:26][CH2:25][CH2:24]4)=[C:14]([O:17][CH3:18])[CH:15]=3)[N:10]=[CH:9][CH:8]=2)=[C:4]([F:31])[CH:3]=1.[CH2:32]([O:39][C:40]1[C:41]([NH2:46])=[N:42][CH:43]=[CH:44][CH:45]=1)[C:33]1[CH:38]=[CH:37][CH:36]=[CH:35][CH:34]=1.C1(P(C2C=CC=CC=2)C2C3OC4C(=CC=CC=4P(C4C=CC=CC=4)C4C=CC=CC=4)C(C)(C)C=3C=CC=2)C=CC=CC=1.C([O-])([O-])=O.[Cs+].[Cs+]. Product: [CH2:32]([O:39][C:40]1[C:41]([NH:46][C:2]2[CH:30]=[CH:29][C:5]([O:6][C:7]3[C:16]4[C:11](=[CH:12][C:13]([O:19][CH2:20][CH2:21][CH2:22][N:23]5[CH2:28][CH2:27][O:26][CH2:25][CH2:24]5)=[C:14]([O:17][CH3:18])[CH:15]=4)[N:10]=[CH:9][CH:8]=3)=[C:4]([F:31])[CH:3]=2)=[N:42][CH:43]=[CH:44][CH:45]=1)[C:33]1[CH:34]=[CH:35][CH:36]=[CH:37][CH:38]=1. The catalyst class is: 488. (7) Reactant: [Cl:1][C:2]1[CH:7]=[CH:6][CH:5]=[C:4]([F:8])[C:3]=1[NH:9][C:10]1[NH:11][C:12]2[C:18]3[CH2:19][C:20]([CH3:23])([CH3:22])[O:21][C:17]=3[C:16]([C:24]([NH:26][C:27]3[CH:32]=[CH:31][C:30]([C:33]([F:36])([F:35])[F:34])=[CH:29][CH:28]=3)=[O:25])=[CH:15][C:13]=2[N:14]=1.[C:37]([OH:44])(=[O:43])/[CH:38]=[CH:39]/[C:40]([OH:42])=[O:41]. Product: [C:37]([OH:44])(=[O:43])/[CH:38]=[CH:39]/[C:40]([OH:42])=[O:41].[Cl:1][C:2]1[CH:7]=[CH:6][CH:5]=[C:4]([F:8])[C:3]=1[NH:9][C:10]1[NH:11][C:12]2[C:18]3[CH2:19][C:20]([CH3:22])([CH3:23])[O:21][C:17]=3[C:16]([C:24]([NH:26][C:27]3[CH:28]=[CH:29][C:30]([C:33]([F:35])([F:36])[F:34])=[CH:31][CH:32]=3)=[O:25])=[CH:15][C:13]=2[N:14]=1. The catalyst class is: 21. (8) Reactant: [NH2:1][C:2]1[CH:3]=[CH:4][C:5]([O:8][C:9](=[O:18])[N:10]([CH3:17])[C:11]2[CH:16]=[CH:15][CH:14]=[CH:13][CH:12]=2)=[N:6][CH:7]=1.C1C=C(O[C:26](OC2N=CC=CC=2)=[S:27])N=CC=1.[CH2:35]([NH:38][CH2:39][CH2:40][CH3:41])[CH2:36][CH3:37].C(N(CC)CC)C. Product: [CH2:35]([N:38]([CH2:39][CH2:40][CH3:41])[C:26](=[S:27])[NH:1][C:2]1[CH:3]=[CH:4][C:5]([O:8][C:9](=[O:18])[N:10]([CH3:17])[C:11]2[CH:16]=[CH:15][CH:14]=[CH:13][CH:12]=2)=[N:6][CH:7]=1)[CH2:36][CH3:37]. The catalyst class is: 9.